Dataset: Forward reaction prediction with 1.9M reactions from USPTO patents (1976-2016). Task: Predict the product of the given reaction. (1) Given the reactants [Cl:1][C:2]1[N:7]=[C:6]([Cl:8])[C:5]([C:9](Cl)=[O:10])=[CH:4][N:3]=1.[F:12][C:13]([F:17])([F:16])[CH2:14][NH2:15].C(N(CC)CC)C, predict the reaction product. The product is: [F:12][C:13]([F:17])([F:16])[CH2:14][NH:15][C:9]([C:5]1[C:6]([Cl:8])=[N:7][C:2]([Cl:1])=[N:3][CH:4]=1)=[O:10]. (2) Given the reactants [C:1]1([SH:7])[CH:6]=[CH:5][CH:4]=[CH:3][CH:2]=1.C(=O)([O-])[O-].[Cs+].[Cs+].[F-].[Cs+].Cl[CH2:17][C:18]1[CH:23]=[CH:22][CH:21]=[CH:20][N:19]=1, predict the reaction product. The product is: [C:1]1([S:7][CH2:17][C:18]2[CH:23]=[CH:22][CH:21]=[CH:20][N:19]=2)[CH:6]=[CH:5][CH:4]=[CH:3][CH:2]=1.